The task is: Predict the product of the given reaction.. This data is from Forward reaction prediction with 1.9M reactions from USPTO patents (1976-2016). (1) Given the reactants Cl.[CH3:2][NH:3][O:4][CH3:5].CCN(C(C)C)C(C)C.C[Al](C)C.[CH3:19][O:20][C:21]1[C:22](=[O:41])[C:23]([C:37](OC)=[O:38])=[N:24][N:25]([C:27]2[CH:32]=[CH:31][CH:30]=[C:29]([C:33]([F:36])([F:35])[F:34])[CH:28]=2)[CH:26]=1, predict the reaction product. The product is: [CH3:5][O:4][N:3]([CH3:2])[C:37]([C:23]1[C:22](=[O:41])[C:21]([O:20][CH3:19])=[CH:26][N:25]([C:27]2[CH:32]=[CH:31][CH:30]=[C:29]([C:33]([F:34])([F:35])[F:36])[CH:28]=2)[N:24]=1)=[O:38]. (2) Given the reactants [Cl:1][C:2]1[N:7]=[C:6]([N:8]([C:16]([O:18][C:19]([CH3:22])([CH3:21])[CH3:20])=[O:17])[C:9]([O:11][C:12]([CH3:15])([CH3:14])[CH3:13])=[O:10])[N:5]=[C:4]2[N:23]([CH2:34][C:35]3[CH:40]=[CH:39][C:38]([O:41][CH3:42])=[CH:37][CH:36]=3)[N:24]=[C:25]([CH2:26][CH:27]3[CH2:31][O:30]C(C)(C)[O:28]3)[C:3]=12.C1(C)C=CC(S([O-])(=O)=O)=CC=1.[NH+]1C=CC=CC=1, predict the reaction product. The product is: [Cl:1][C:2]1[N:7]=[C:6]([N:8]([C:16]([O:18][C:19]([CH3:20])([CH3:21])[CH3:22])=[O:17])[C:9]([O:11][C:12]([CH3:14])([CH3:15])[CH3:13])=[O:10])[N:5]=[C:4]2[N:23]([CH2:34][C:35]3[CH:36]=[CH:37][C:38]([O:41][CH3:42])=[CH:39][CH:40]=3)[N:24]=[C:25]([CH2:26][CH:27]([OH:28])[CH2:31][OH:30])[C:3]=12.